Dataset: Reaction yield outcomes from USPTO patents with 853,638 reactions. Task: Predict the reaction yield, written as a fraction of the theoretical maximum amount of product (1.0 means a 100% yield; for example, 0.34 means a 34% yield). (1) The reactants are C([Li])CCC.[C:6]([O:10][C:11](=[O:32])[CH:12](P(OCC)(OCC)=O)[CH2:13][C:14]([O:16][CH2:17][C:18]1[CH:23]=[CH:22][CH:21]=[CH:20][CH:19]=1)=[O:15])([CH3:9])([CH3:8])[CH3:7].[C:33]([O:37][C:38](=[O:48])[NH:39][C:40]1[CH:45]=[C:44]([CH:46]=O)[CH:43]=[CH:42][N:41]=1)([CH3:36])([CH3:35])[CH3:34].O. The catalyst is C1COCC1. The product is [C:6]([O:10][C:11](=[O:32])[C:12](=[CH:46][C:44]1[CH:43]=[CH:42][N:41]=[C:40]([NH:39][C:38]([O:37][C:33]([CH3:36])([CH3:35])[CH3:34])=[O:48])[CH:45]=1)[CH2:13][C:14]([O:16][CH2:17][C:18]1[CH:19]=[CH:20][CH:21]=[CH:22][CH:23]=1)=[O:15])([CH3:7])([CH3:8])[CH3:9]. The yield is 0.550. (2) The reactants are [N:1]1([C:6]2[CH:13]=[CH:12][C:9]([C:10]#[N:11])=[CH:8][CH:7]=2)[CH:5]=[CH:4][N:3]=[CH:2]1.[H-].[H-].[H-].[H-].[Li+].[Al+3].C1COCC1. The yield is 0.800. The catalyst is C1COCC1. The product is [N:1]1([C:6]2[CH:7]=[CH:8][C:9]([CH2:10][NH2:11])=[CH:12][CH:13]=2)[CH:5]=[CH:4][N:3]=[CH:2]1.